From a dataset of Catalyst prediction with 721,799 reactions and 888 catalyst types from USPTO. Predict which catalyst facilitates the given reaction. (1) Reactant: C[O:2][C:3](=[O:14])[CH:4](Cl)[CH2:5][C:6]1[CH:11]=[CH:10][C:9]([CH3:12])=[CH:8][CH:7]=1.C(=O)([O-])[O-:16].[Ca+2].[OH-].[Na+].Cl. Product: [OH:16][CH:4]([CH2:5][C:6]1[CH:11]=[CH:10][C:9]([CH3:12])=[CH:8][CH:7]=1)[C:3]([OH:2])=[O:14]. The catalyst class is: 127. (2) Reactant: [OH:1][CH:2]1[CH:6]2[O:7][C:8](=[O:15])[CH:9]3[CH:10]([C:11]([O:13][CH3:14])=[O:12])[CH:3]1[CH2:4][CH:5]23.[Cl:16][CH2:17][CH2:18][CH2:19][C:20](Cl)=[O:21].N1C=CC=CC=1.C(=O)([O-])O.[Na+]. Product: [Cl:16][CH2:17][CH2:18][CH2:19][C:20]([O:1][CH:2]1[CH:6]2[O:7][C:8](=[O:15])[CH:9]3[CH:10]([C:11]([O:13][CH3:14])=[O:12])[CH:3]1[CH2:4][CH:5]23)=[O:21]. The catalyst class is: 7. (3) Reactant: Cl[C:2]1[N:7]=[CH:6][N:5]=[C:4]([NH:8][C:9]2[CH:14]=[CH:13][C:12]([P:15]([CH3:18])([CH3:17])=[O:16])=[CH:11][CH:10]=2)[N:3]=1.C([N:21](CC)CC)C.NC[CH2:28][N:29]1[CH2:34][CH2:33][O:32][CH2:31][CH2:30]1. Product: [CH3:17][P:15]([C:12]1[CH:13]=[CH:14][C:9]([NH:8][C:4]2[N:3]=[C:2]([NH:21][CH2:28][N:29]3[CH2:34][CH2:33][O:32][CH2:31][CH2:30]3)[N:7]=[CH:6][N:5]=2)=[CH:10][CH:11]=1)([CH3:18])=[O:16]. The catalyst class is: 8. (4) Reactant: [OH:1][CH2:2][CH:3]([CH2:6][CH2:7][OH:8])[CH2:4][OH:5].O.[C:10]1(C)[CH:15]=CC(S(O)(=O)=O)=C[CH:11]=1.C(N(CC)CC)C. Product: [CH3:11][C:10]1([CH3:15])[O:5][CH2:4][CH:3]([CH2:6][CH2:7][OH:8])[CH2:2][O:1]1. The catalyst class is: 21. (5) Reactant: [CH:1]1([NH:4][C:5]([NH:7][C:8]2[CH:13]=[CH:12][C:11]([C:14]3[N:15]=[C:16]([N:24]4[CH2:29][CH2:28][O:27][CH2:26][C@@H:25]4[CH3:30])[C:17]4[CH2:23][CH2:22][NH:21][CH2:20][C:18]=4[N:19]=3)=[CH:10][CH:9]=2)=[O:6])[CH2:3][CH2:2]1.[CH2:31]([N:33]=[C:34]=[O:35])[CH3:32]. Product: [CH:1]1([NH:4][C:5](=[O:6])[NH:7][C:8]2[CH:9]=[CH:10][C:11]([C:14]3[N:15]=[C:16]([N:24]4[CH2:29][CH2:28][O:27][CH2:26][C@@H:25]4[CH3:30])[C:17]4[CH2:23][CH2:22][N:21]([C:34]([NH:33][CH2:31][CH3:32])=[O:35])[CH2:20][C:18]=4[N:19]=3)=[CH:12][CH:13]=2)[CH2:2][CH2:3]1. The catalyst class is: 2. (6) Reactant: [CH2:1]([C:3]1(CC)[C:11]2[C:6](=[CH:7][CH:8]=[C:9]([C:12]3[N:16]([CH3:17])[C:15]([C:18]#[N:19])=[CH:14][CH:13]=3)[CH:10]=2)[NH:5][C:4]1=[O:20])[CH3:2].BrC1C=C2C(=CC=1)NC(=O)C2CC.C(C1N(C)C(B(O)O)=CC=1)#N.C(=O)([O-])[O-].[K+].[K+]. Product: [CH2:1]([CH:3]1[C:11]2[C:6](=[CH:7][CH:8]=[C:9]([C:12]3[N:16]([CH3:17])[C:15]([C:18]#[N:19])=[CH:14][CH:13]=3)[CH:10]=2)[NH:5][C:4]1=[O:20])[CH3:2]. The catalyst class is: 90.